The task is: Predict the reactants needed to synthesize the given product.. This data is from Full USPTO retrosynthesis dataset with 1.9M reactions from patents (1976-2016). (1) Given the product [Cl:18][C:11]1[CH:10]=[C:9]2[C:14]([C:15](=[O:16])[C:6]([C:4]([OH:5])=[O:3])=[CH:7][N:8]2[C:19]2[CH:24]=[CH:23][C:22]([F:25])=[CH:21][C:20]=2[F:26])=[CH:13][C:12]=1[F:17], predict the reactants needed to synthesize it. The reactants are: C([O:3][C:4]([C:6]1[C:15](=[O:16])[C:14]2[C:9](=[CH:10][C:11]([Cl:18])=[C:12]([F:17])[CH:13]=2)[N:8]([C:19]2[CH:24]=[CH:23][C:22]([F:25])=[CH:21][C:20]=2[F:26])[CH:7]=1)=[O:5])C. (2) Given the product [Cl:21][C:22]1[CH:39]=[CH:38][C:37]([C:6]2[C:5]([C:4]([O:3][CH2:1][CH3:2])=[O:20])=[CH:10][CH:9]=[CH:8][CH:7]=2)=[CH:36][C:23]=1[C:24]([NH:26][CH2:27][C:28]1([OH:35])[CH2:29][CH2:30][CH2:31][CH2:32][CH2:33][CH2:34]1)=[O:25], predict the reactants needed to synthesize it. The reactants are: [CH2:1]([O:3][C:4](=[O:20])[C:5]1[CH:10]=[CH:9][CH:8]=[CH:7][C:6]=1B1OC(C)(C)C(C)(C)O1)[CH3:2].[Cl:21][C:22]1[CH:39]=[CH:38][C:37](I)=[CH:36][C:23]=1[C:24]([NH:26][CH2:27][C:28]1([OH:35])[CH2:34][CH2:33][CH2:32][CH2:31][CH2:30][CH2:29]1)=[O:25].C(=O)([O-])[O-].[K+].[K+]. (3) Given the product [CH3:1][C:2]1[C:3]([C:22]([N:24]2[CH2:29][CH2:28][CH2:27][C@@H:26]([C:30]([OH:32])=[O:31])[CH2:25]2)=[O:23])=[CH:4][C:5]2[C:6]3[N:15]([CH:16]4[CH2:17][CH2:18][O:19][CH2:20][CH2:21]4)[N:14]=[CH:13][C:7]=3[C:8](=[O:12])[NH:9][C:10]=2[CH:11]=1, predict the reactants needed to synthesize it. The reactants are: [CH3:1][C:2]1[C:3]([C:22]([N:24]2[CH2:29][CH2:28][CH2:27][C@@H:26]([C:30]([O:32]CC)=[O:31])[CH2:25]2)=[O:23])=[CH:4][C:5]2[C:6]3[N:15]([CH:16]4[CH2:21][CH2:20][O:19][CH2:18][CH2:17]4)[N:14]=[CH:13][C:7]=3[C:8](=[O:12])[NH:9][C:10]=2[CH:11]=1.C(O)C.[OH-].[Na+].O.